From a dataset of Forward reaction prediction with 1.9M reactions from USPTO patents (1976-2016). Predict the product of the given reaction. (1) Given the reactants [CH2:1]([OH:3])[CH3:2].[O:4]=[C:5]([C@H:7]([CH2:9][C:10]1[CH:17]=[C:15]([OH:16])[C:13]([OH:14])=[CH:12][CH:11]=1)[NH2:8])O.Cl, predict the reaction product. The product is: [CH3:2][CH2:1][O:3][C:5]([C@@H:7]([NH2:8])[CH2:9][C:10]1[CH:11]=[CH:12][C:13]([OH:14])=[C:15]([OH:16])[CH:17]=1)=[O:4]. (2) Given the reactants [Br:1][C:2]1[CH:8]=[CH:7][C:5]([NH2:6])=[CH:4][CH:3]=1.Cl[C:10]1[N:15]=[CH:14][CH:13]=[CH:12][N:11]=1, predict the reaction product. The product is: [Br:1][C:2]1[CH:8]=[CH:7][C:5]([NH:6][C:10]2[N:15]=[CH:14][CH:13]=[CH:12][N:11]=2)=[CH:4][CH:3]=1. (3) The product is: [F:1][C:2]1[CH:7]=[CH:6][C:5]([C:8]2[O:9][C:10]3[CH:20]=[CH:19][C:18]([C:21]4[CH:22]=[C:23]([C:24](=[O:26])[NH:41][C:38]5([C:34]6[N:33]=[N:32][CH:37]=[CH:36][CH:35]=6)[CH2:40][CH2:39]5)[CH:27]=[CH:28][C:29]=4[CH3:30])=[CH:17][C:11]=3[C:12]=2[C:13]([NH:14][CH3:15])=[O:16])=[CH:4][CH:3]=1. Given the reactants [F:1][C:2]1[CH:7]=[CH:6][C:5]([C:8]2[O:9][C:10]3[CH:20]=[CH:19][C:18]([C:21]4[CH:22]=[C:23]([CH:27]=[CH:28][C:29]=4[CH3:30])[C:24]([OH:26])=O)=[CH:17][C:11]=3[C:12]=2[C:13](=[O:16])[NH:14][CH3:15])=[CH:4][CH:3]=1.Cl.[N:32]1[CH:37]=[CH:36][CH:35]=[C:34]([C:38]2([NH2:41])[CH2:40][CH2:39]2)[N:33]=1.C(N(CC)CC)C, predict the reaction product. (4) Given the reactants [OH-].[Na+].Br[C:4]1[CH:9]=[CH:8][C:7]([Br:10])=[CH:6][N:5]=1.[CH2:11](B(CC)CC)[CH3:12].OO, predict the reaction product. The product is: [Br:10][C:7]1[CH:8]=[CH:9][C:4]([CH2:11][CH3:12])=[N:5][CH:6]=1. (5) Given the reactants [CH2:1]([C:3]1[C:4]([C:14]([O:16]C)=[O:15])=[N:5][O:6][C:7]=1[C:8]1[CH:13]=[CH:12][CH:11]=[CH:10][CH:9]=1)[CH3:2].[OH-].[Na+].C(O)(=O)C, predict the reaction product. The product is: [CH2:1]([C:3]1[C:4]([C:14]([OH:16])=[O:15])=[N:5][O:6][C:7]=1[C:8]1[CH:13]=[CH:12][CH:11]=[CH:10][CH:9]=1)[CH3:2]. (6) Given the reactants Cl[C:2]1[C:3]2[C:10]([C:11]([C:13]3[CH:18]=[CH:17][CH:16]=[C:15]([N+:19]([O-])=O)[C:14]=3[CH3:22])=[O:12])=[CH:9][N:8]([CH:23]([CH3:25])[CH3:24])[C:4]=2[N:5]=[CH:6][N:7]=1.[NH2:26]C1C2C(C(C3C=CC=C(N)C=3)=O)=CN(C3CCCC3)C=2N=CN=1, predict the reaction product. The product is: [NH2:26][C:2]1[C:3]2[C:10]([C:11]([C:13]3[CH:18]=[CH:17][CH:16]=[C:15]([NH2:19])[C:14]=3[CH3:22])=[O:12])=[CH:9][N:8]([CH:23]([CH3:25])[CH3:24])[C:4]=2[N:5]=[CH:6][N:7]=1. (7) Given the reactants [F:1][C:2]1[CH:15]=[CH:14][C:5]([CH2:6][N:7]2[CH2:12][CH2:11][NH:10][CH2:9][C:8]2=[O:13])=[CH:4][CH:3]=1.[C:16]([CH2:18][C:19](O)=[O:20])#[N:17].C(Cl)CCl.C1C=CC2N(O)N=NC=2C=1, predict the reaction product. The product is: [F:1][C:2]1[CH:15]=[CH:14][C:5]([CH2:6][N:7]2[CH2:12][CH2:11][N:10]([C:19](=[O:20])[CH2:18][C:16]#[N:17])[CH2:9][C:8]2=[O:13])=[CH:4][CH:3]=1. (8) The product is: [CH2:17]([NH:24][CH:2]1[CH2:16][CH2:15][C:5]2([CH2:10][CH2:9][CH:8]([CH2:11][C:12]([O:14][CH3:25])=[O:13])[CH2:7][CH2:6]2)[CH2:4][CH2:3]1)[C:18]1[CH:23]=[CH:22][CH:21]=[CH:20][CH:19]=1. Given the reactants O=[C:2]1[CH2:16][CH2:15][C:5]2([CH2:10][CH2:9][CH:8]([CH2:11][C:12]([O-:14])=[O:13])[CH2:7][CH2:6]2)[CH2:4][CH2:3]1.[CH2:17]([NH2:24])[C:18]1[CH:23]=[CH:22][CH:21]=[CH:20][CH:19]=1.[C:25]([BH3-])#N.[Na+], predict the reaction product. (9) The product is: [CH3:32][C:23]1([CH3:33])[CH2:24][CH2:25][C:26]2[C:31]3=[C:30]([C:20]([C:18]4[C:17](=[O:16])[NH:14][C:12](=[O:13])[C:11]=4[C:6]4[C:5]5[C:9](=[CH:10][C:2]([F:1])=[CH:3][CH:4]=5)[NH:8][CH:7]=4)=[CH:21][N:22]13)[CH:29]=[CH:28][CH:27]=2. Given the reactants [F:1][C:2]1[CH:10]=[C:9]2[C:5]([C:6]([CH2:11][C:12]([NH2:14])=[O:13])=[CH:7][NH:8]2)=[CH:4][CH:3]=1.C[O:16][C:17](=O)[C:18]([C:20]1[C:30]2=[C:31]3[C:26](=[CH:27][CH:28]=[CH:29]2)[CH2:25][CH2:24][C:23]([CH3:33])([CH3:32])[N:22]3[CH:21]=1)=O, predict the reaction product. (10) Given the reactants [C:1]([O:5][C:6]([NH:8][C@@H:9]([CH2:13][CH:14]1[CH2:18][CH2:17][CH2:16][CH2:15]1)[C:10]([OH:12])=O)=[O:7])([CH3:4])([CH3:3])[CH3:2].ClC(OCC)=O.CN1CCOCC1.Cl.[CH3:33][NH:34][O:35][CH3:36], predict the reaction product. The product is: [CH:14]1([CH2:13][C@H:9]([NH:8][C:6](=[O:7])[O:5][C:1]([CH3:2])([CH3:3])[CH3:4])[C:10]([N:34]([O:35][CH3:36])[CH3:33])=[O:12])[CH2:18][CH2:17][CH2:16][CH2:15]1.